From a dataset of Full USPTO retrosynthesis dataset with 1.9M reactions from patents (1976-2016). Predict the reactants needed to synthesize the given product. (1) Given the product [NH:24]1[CH2:25][CH2:26][CH2:27][C@H:22]([CH2:21][N:20]2[C:19]3[CH:31]=[CH:32][CH:33]=[CH:34][C:18]=3[N:17]=[C:16]2[CH2:15][N:1]2[C@H:14]3[C@H:5]([CH2:6][CH2:7][C:8]4[C:13]3=[N:12][CH:11]=[CH:10][CH:9]=4)[CH2:4][CH2:3][CH2:2]2)[CH2:23]1, predict the reactants needed to synthesize it. The reactants are: [N:1]1([CH2:15][C:16]2[N:20]([CH2:21][C@H:22]3[CH2:27][CH2:26][CH2:25][N:24](C([O-])=O)[CH2:23]3)[C:19]3[CH:31]=[CH:32][CH:33]=[CH:34][C:18]=3[N:17]=2)[C@H:14]2[C@H:5]([CH2:6][CH2:7][C:8]3[C:13]2=[N:12][CH:11]=[CH:10][CH:9]=3)[CH2:4][CH2:3][CH2:2]1.FC(F)(F)C(O)=O. (2) Given the product [CH2:29]([O:31][C:32](=[O:41])[C:33]1[CH:38]=[CH:37][C:36]([CH2:39][O:26][C:4]2[CH:5]=[CH:6][C:7]([CH:8]([CH3:25])[C:9]([OH:24])([C:14]3[CH:15]=[N:16][C:17]4[C:22]([CH:23]=3)=[CH:21][CH:20]=[CH:19][CH:18]=4)[C:10]([F:11])([F:13])[F:12])=[C:2]([Cl:1])[CH:3]=2)=[CH:35][CH:34]=1)[CH3:30], predict the reactants needed to synthesize it. The reactants are: [Cl:1][C:2]1[CH:3]=[C:4]([OH:26])[CH:5]=[CH:6][C:7]=1[CH:8]([CH3:25])[C:9]([OH:24])([C:14]1[CH:15]=[N:16][C:17]2[C:22]([CH:23]=1)=[CH:21][CH:20]=[CH:19][CH:18]=2)[C:10]([F:13])([F:12])[F:11].[H-].[Na+].[CH2:29]([O:31][C:32](=[O:41])[C:33]1[CH:38]=[CH:37][C:36]([CH2:39]Br)=[CH:35][CH:34]=1)[CH3:30].O. (3) Given the product [C:32]([C:31]1[CH:30]=[CH:29][C:28]([NH:27][CH2:26][C:25]([NH:24][C:2]2[N:7]=[C:6]([C:8]([O:10][CH3:11])=[O:9])[C:5](=[O:12])[N:4]([C:13]3[CH:18]=[CH:17][CH:16]=[C:15]([C:19]([F:22])([F:21])[F:20])[CH:14]=3)[C:3]=2[CH3:23])([CH3:36])[CH3:37])=[CH:35][CH:34]=1)#[N:33], predict the reactants needed to synthesize it. The reactants are: I[C:2]1[N:7]=[C:6]([C:8]([O:10][CH3:11])=[O:9])[C:5](=[O:12])[N:4]([C:13]2[CH:18]=[CH:17][CH:16]=[C:15]([C:19]([F:22])([F:21])[F:20])[CH:14]=2)[C:3]=1[CH3:23].[NH2:24][C:25]([CH3:37])([CH3:36])[CH2:26][NH:27][C:28]1[CH:35]=[CH:34][C:31]([C:32]#[N:33])=[CH:30][CH:29]=1.C(N(CC)CC)C. (4) Given the product [NH2:78][C:60]1[C:59]([N:56]2[CH2:57][CH2:58][O:53][CH2:54][CH2:55]2)=[CH:68][C:67]2[C:62](=[CH:63][CH:64]=[C:65]([C:44]3[C:51]([CH3:52])=[CH:50][CH:49]=[CH:48][C:45]=3[C:46]#[N:47])[CH:66]=2)[N:61]=1, predict the reactants needed to synthesize it. The reactants are: P([O-])([O-])([O-])=O.[K+].[K+].[K+].C1(P(C2CCCCC2)C2C=CC=CC=2C2C(C(C)C)=CC(C(C)C)=CC=2C(C)C)CCCCC1.Br[C:44]1[C:51]([CH3:52])=[CH:50][CH:49]=[CH:48][C:45]=1[C:46]#[N:47].[O:53]1[CH2:58][CH2:57][N:56]([C:59]2[C:60]([NH2:78])=[N:61][C:62]3[C:67]([CH:68]=2)=[CH:66][C:65](B2OC(C)(C)C(C)(C)O2)=[CH:64][CH:63]=3)[CH2:55][CH2:54]1. (5) Given the product [N:26]1[C:27]([CH:35]([NH:36][C:37]2[CH:42]=[CH:41][CH:40]=[C:39]([O:43][CH3:44])[CH:38]=2)[C:8]([C:10]2[C:18]3[C:13](=[CH:14][CH:15]=[CH:16][CH:17]=3)[NH:12][CH:11]=2)=[O:9])=[CH:28][N:29]2[C:34]=1[CH:33]=[CH:32][CH:31]=[N:30]2, predict the reactants needed to synthesize it. The reactants are: C(N(CC)CC)C.[CH:8]([C:10]1[C:18]2[C:13](=[CH:14][CH:15]=[CH:16][CH:17]=2)[N:12](C(OC(C)(C)C)=O)[CH:11]=1)=[O:9].[N:26]1[C:27]([CH:35]=[N:36][C:37]2[CH:42]=[CH:41][CH:40]=[C:39]([O:43][CH3:44])[CH:38]=2)=[CH:28][N:29]2[C:34]=1[CH:33]=[CH:32][CH:31]=[N:30]2. (6) Given the product [Cl:25][C:26]1[CH:58]=[C:57]([Cl:59])[CH:56]=[CH:55][C:27]=1[CH2:28][NH:29][C:30]1[C:31]2[CH:51]=[C:50]([NH:20][C:23]([NH:62][CH2:60][CH3:61])=[O:8])[S:49][C:32]=2[N:33]=[C:34]([N:36]2[CH2:37][CH2:38][CH:39]([CH2:42][CH2:43][N:44]3[CH2:48][CH2:47][CH2:46][CH2:45]3)[CH2:40][CH2:41]2)[N:35]=1, predict the reactants needed to synthesize it. The reactants are: C1(P(N=[N+]=[N-])(C2C=CC=CC=2)=[O:8])C=CC=CC=1.C([N:20]([CH2:23]C)CC)C.[Cl:25][C:26]1[CH:58]=[C:57]([Cl:59])[CH:56]=[CH:55][C:27]=1[CH2:28][NH:29][C:30]1[C:31]2[CH:51]=[C:50](C(O)=O)[S:49][C:32]=2[N:33]=[C:34]([N:36]2[CH2:41][CH2:40][CH:39]([CH2:42][CH2:43][N:44]3[CH2:48][CH2:47][CH2:46][CH2:45]3)[CH2:38][CH2:37]2)[N:35]=1.[CH2:60]([NH2:62])[CH3:61]. (7) Given the product [Cl:1][C:2]1[C:10]([CH3:11])=[N:9][C:8]2[N:4]([N:5]=[C:6]3[CH2:14][N:13]([C:15]([C:17]4[CH:27]=[CH:26][C:25]([F:28])=[CH:24][C:18]=4[O:19][CH2:20][CH:21]([N:31]([CH3:32])[CH3:30])[CH3:22])=[O:16])[CH2:12][C:7]3=2)[C:3]=1[CH3:29], predict the reactants needed to synthesize it. The reactants are: [Cl:1][C:2]1[C:10]([CH3:11])=[N:9][C:8]2[N:4]([N:5]=[C:6]3[CH2:14][N:13]([C:15]([C:17]4[CH:27]=[CH:26][C:25]([F:28])=[CH:24][C:18]=4[O:19][CH2:20][C:21](=O)[CH3:22])=[O:16])[CH2:12][C:7]3=2)[C:3]=1[CH3:29].[CH3:30][NH:31][CH3:32].C(O[BH-](OC(=O)C)OC(=O)C)(=O)C.[Na+].C(O[BH-](OC(=O)C)OC(=O)C)(=O)C.